From a dataset of Forward reaction prediction with 1.9M reactions from USPTO patents (1976-2016). Predict the product of the given reaction. (1) Given the reactants Cl[C:2]1[CH:7]=[C:6]([C:8]2[N:13]=[C:12]([N:14]3[CH2:19][CH:18]4[CH2:20][CH:15]3[CH:16]([CH3:24])[N:17]4[CH:21]([CH3:23])[CH3:22])[N:11]3[CH:25]=[CH:26][N:27]=[C:10]3[CH:9]=2)[CH:5]=[CH:4][N:3]=1.[CH3:28][C@H:29]([NH2:36])[C:30]1[CH:35]=[CH:34][CH:33]=[CH:32][CH:31]=1.C1C=CC(P(C2C(C3C(P(C4C=CC=CC=4)C4C=CC=CC=4)=CC=C4C=3C=CC=C4)=C3C(C=CC=C3)=CC=2)C2C=CC=CC=2)=CC=1.CC([O-])(C)C.[Na+], predict the reaction product. The product is: [CH:21]([N:17]1[CH:16]([CH3:24])[C@@H:15]2[CH2:20][C@H:18]1[CH2:19][N:14]2[C:12]1[N:11]2[CH:25]=[CH:26][N:27]=[C:10]2[CH:9]=[C:8]([C:6]2[CH:5]=[CH:4][N:3]=[C:2]([NH:36][C@H:29]([C:30]3[CH:35]=[CH:34][CH:33]=[CH:32][CH:31]=3)[CH3:28])[CH:7]=2)[N:13]=1)([CH3:23])[CH3:22]. (2) Given the reactants O=[C:2]1[C:16]2[C:11](=[CH:12][CH:13]=[C:14]([C:17]3[CH:18]=[C:19]([CH:22]=[CH:23][CH:24]=3)[C:20]#[N:21])[CH:15]=2)[O:10][C:4]2([CH2:9][CH2:8][O:7][CH2:6][CH2:5]2)[CH2:3]1.C[Si]([N:29]=[C:30]=[N:31][Si](C)(C)C)(C)C, predict the reaction product. The product is: [C:20]([C:19]1[CH:18]=[C:17]([C:14]2[CH:15]=[C:16]3[C:11](=[CH:12][CH:13]=2)[O:10][C:4]2([CH2:5][CH2:6][O:7][CH2:8][CH2:9]2)[CH2:3]/[C:2]/3=[N:29]/[C:30]#[N:31])[CH:24]=[CH:23][CH:22]=1)#[N:21]. (3) Given the reactants [CH:1]1[CH:6]=[C:5]2[C:7]([N:9]([CH2:19][C:20]3[CH:25]=[CH:24][C:23]([C:26]#[N:27])=[CH:22][CH:21]=3)[C:10]([OH:18])([C:11]3[CH:16]=[CH:15][C:14]([Cl:17])=[CH:13][CH:12]=3)[C:4]2=[CH:3][CH:2]=1)=[O:8].[CH2:28](O)[CH2:29][CH2:30][CH2:31][OH:32], predict the reaction product. The product is: [Cl:17][C:14]1[CH:13]=[CH:12][C:11]([C:10]2([O:18][CH2:28][CH2:29][CH2:30][CH2:31][OH:32])[C:4]3[C:5](=[CH:6][CH:1]=[CH:2][CH:3]=3)[C:7](=[O:8])[N:9]2[CH2:19][C:20]2[CH:21]=[CH:22][C:23]([C:26]#[N:27])=[CH:24][CH:25]=2)=[CH:16][CH:15]=1. (4) Given the reactants C(O[C:6]([N:8]1[CH2:11][CH:10]([CH2:12][OH:13])[CH2:9]1)=O)(C)(C)C.O.C1(C)C=CC(S(O)(=O)=O)=CC=1.CCN(C(C)C)C(C)C.[C:35]([O:39][C:40]([N:42]1[CH2:56][CH2:55][C:46]2=C(Cl)[N:48]3[C:52]([N:53]=[C:45]2[CH2:44][CH2:43]1)=[CH:51][CH:50]=[N:49]3)=[O:41])([CH3:38])([CH3:37])[CH3:36].O.C(O)(=O)CC(CC(O)=O)(C(O)=O)O, predict the reaction product. The product is: [C:35]([O:39][C:40]([N:42]1[CH2:56][CH2:55][C:46]2=[C:6]([N:8]3[CH2:9][CH:10]([CH2:12][OH:13])[CH2:11]3)[N:48]3[C:52]([N:53]=[C:45]2[CH2:44][CH2:43]1)=[CH:51][CH:50]=[N:49]3)=[O:41])([CH3:38])([CH3:36])[CH3:37]. (5) Given the reactants Cl[C:2]1[N:3]=[CH:4][C:5]2[N:11]([CH3:12])[C:10](=[O:13])[CH:9]([CH3:14])[CH2:8][N:7]([CH2:15][CH2:16][CH:17]([CH3:19])[CH3:18])[C:6]=2[N:20]=1.[NH2:21][C:22]1[CH:37]=[CH:36][C:25]([C:26]([NH:28][CH:29]2[CH2:34][CH2:33][N:32]([CH3:35])[CH2:31][CH2:30]2)=[O:27])=[CH:24][C:23]=1[O:38][CH3:39].O.C1(C)C=CC(S(O)(=O)=O)=CC=1, predict the reaction product. The product is: [CH3:12][N:11]1[C:10](=[O:13])[CH:9]([CH3:14])[CH2:8][N:7]([CH2:15][CH2:16][CH:17]([CH3:19])[CH3:18])[C:6]2[N:20]=[C:2]([NH:21][C:22]3[CH:37]=[CH:36][C:25]([C:26]([NH:28][CH:29]4[CH2:30][CH2:31][N:32]([CH3:35])[CH2:33][CH2:34]4)=[O:27])=[CH:24][C:23]=3[O:38][CH3:39])[N:3]=[CH:4][C:5]1=2. (6) Given the reactants [CH:1]1([NH:5][N:6]2[C:15]3[C:10](=[CH:11][CH:12]=[CH:13][CH:14]=3)[C:9]([OH:16])=[C:8]([C:17]3[NH:22][C:21]4[CH:23]=[CH:24][C:25]([NH:27][S:28](=[O:41])(=[O:40])[NH:29][C:30]([O:32][CH2:33][C:34]5[CH:39]=[CH:38][CH:37]=[CH:36][CH:35]=5)=[O:31])=[CH:26][C:20]=4[S:19](=[O:43])(=[O:42])[N:18]=3)[C:7]2=[O:44])[CH2:4][CH2:3][CH2:2]1.[CH3:45][Si](C=[N+]=[N-])(C)C, predict the reaction product. The product is: [CH:1]1([NH:5][N:6]2[C:15]3[C:10](=[CH:11][CH:12]=[CH:13][CH:14]=3)[C:9]([OH:16])=[C:8]([C:17]3[NH:22][C:21]4[CH:23]=[CH:24][C:25]([NH:27][S:28](=[O:41])(=[O:40])[N:29]([CH3:45])[C:30]([O:32][CH2:33][C:34]5[CH:35]=[CH:36][CH:37]=[CH:38][CH:39]=5)=[O:31])=[CH:26][C:20]=4[S:19](=[O:43])(=[O:42])[N:18]=3)[C:7]2=[O:44])[CH2:4][CH2:3][CH2:2]1. (7) Given the reactants [NH2:1][C:2]1[C:11]([S:12]CC2C=CC(OC)=CC=2)=[CH:10][C:5]([C:6]([O:8][CH3:9])=[O:7])=[C:4]([NH:22][C:23]2[CH:28]=[CH:27][CH:26]=[CH:25][C:24]=2[F:29])[C:3]=1[F:30].C(O)(C(F)(F)F)=O, predict the reaction product. The product is: [NH2:1][C:2]1[C:11]([SH:12])=[CH:10][C:5]([C:6]([O:8][CH3:9])=[O:7])=[C:4]([NH:22][C:23]2[CH:28]=[CH:27][CH:26]=[CH:25][C:24]=2[F:29])[C:3]=1[F:30]. (8) The product is: [Cl:1][C:2]1[N:7]=[CH:6][N:5]=[C:4]2[N:8]([CH:12]3[CH2:13][CH2:14][CH2:15][CH2:16][O:11]3)[N:9]=[CH:10][C:3]=12. Given the reactants [Cl:1][C:2]1[N:7]=[CH:6][N:5]=[C:4]2[NH:8][N:9]=[CH:10][C:3]=12.[O:11]1[CH:16]=[CH:15][CH2:14][CH2:13][CH2:12]1.CC1C=CC(S(O)(=O)=O)=CC=1, predict the reaction product.